From a dataset of Catalyst prediction with 721,799 reactions and 888 catalyst types from USPTO. Predict which catalyst facilitates the given reaction. (1) Product: [NH2:8][CH2:9][CH2:10][O:11][C:12]1[CH:37]=[C:36]([O:38][CH3:39])[CH:35]=[CH:34][C:13]=1[C:14]([NH:16][C:17]1[C:18]([NH:23][C:24](=[O:33])[C:25]2[CH:30]=[CH:29][C:28]([O:31][CH3:32])=[CH:27][CH:26]=2)=[CH:19][CH:20]=[CH:21][CH:22]=1)=[O:15]. The catalyst class is: 2. Reactant: FC(F)(F)C(O)=O.[NH2:8][CH2:9][CH2:10][O:11][C:12]1[CH:37]=[C:36]([O:38][CH3:39])[CH:35]=[CH:34][C:13]=1[C:14]([NH:16][C:17]1[C:18]([NH:23][C:24](=[O:33])[C:25]2[CH:30]=[CH:29][C:28]([O:31][CH3:32])=[CH:27][CH:26]=2)=[CH:19][CH:20]=[CH:21][CH:22]=1)=[O:15].O.C(=O)([O-])[O-].[K+].[K+]. (2) Reactant: [H-].[Al+3].[Li+].[H-].[H-].[H-].O[N:8]=[C:9]1[C:17]2[C:12](=[CH:13][CH:14]=[CH:15][CH:16]=2)[CH2:11][C:10]21[CH2:22][O:21][C:20]([CH3:24])([CH3:23])[O:19][CH2:18]2.C1COCC1.[OH-].[Na+]. Product: [CH3:23][C:20]1([CH3:24])[O:19][CH2:18][C:10]2([CH2:11][C:12]3[C:17](=[CH:16][CH:15]=[CH:14][CH:13]=3)[CH:9]2[NH2:8])[CH2:22][O:21]1. The catalyst class is: 280. (3) Reactant: [N+:1]([O-:4])(O)=[O:2].[ClH:5].[CH3:6][O:7][C:8]1[CH:9]=[C:10]([CH:14]=[CH:15][C:16]=1[O:17][CH2:18][CH2:19][CH2:20][N:21]1[CH2:25][CH2:24][CH2:23][CH2:22]1)[C:11]([OH:13])=[O:12]. Product: [ClH:5].[CH3:6][O:7][C:8]1[C:16]([O:17][CH2:18][CH2:19][CH2:20][N:21]2[CH2:22][CH2:23][CH2:24][CH2:25]2)=[CH:15][C:14]([N+:1]([O-:4])=[O:2])=[C:10]([CH:9]=1)[C:11]([OH:13])=[O:12]. The catalyst class is: 67. (4) Reactant: Cl.[Cl:2][C:3]1[CH:4]=[C:5]([C:13]2[O:17][N:16]=[C:15]([C:18]3[CH:28]=[CH:27][C:21]4[CH2:22][CH2:23][NH:24][CH2:25][CH2:26][C:20]=4[CH:19]=3)[N:14]=2)[CH:6]=[CH:7][C:8]=1[O:9][CH:10]([CH3:12])[CH3:11].[C:29]([O:33]C(C)(C)C)(=[O:32])[CH:30]=[CH2:31].C(N(C(C)C)CC)(C)C. Product: [Cl:2][C:3]1[CH:4]=[C:5]([C:13]2[O:17][N:16]=[C:15]([C:18]3[CH:28]=[CH:27][C:21]4[CH2:22][CH2:23][N:24]([CH2:31][CH2:30][C:29]([OH:33])=[O:32])[CH2:25][CH2:26][C:20]=4[CH:19]=3)[N:14]=2)[CH:6]=[CH:7][C:8]=1[O:9][CH:10]([CH3:12])[CH3:11]. The catalyst class is: 5. (5) Reactant: [CH:1]1([C:4]([NH:6][C:7]2[S:8][C:9]3[C:14]([N:15]=2)=[CH:13][CH:12]=[C:11]([C:16]2[CH:17]=[C:18]([CH:24]=[CH:25][CH:26]=2)[C:19]([O:21]CC)=[O:20])[N:10]=3)=[O:5])[CH2:3][CH2:2]1.O.[OH-].[Li+].Cl. Product: [CH:1]1([C:4]([NH:6][C:7]2[S:8][C:9]3[C:14]([N:15]=2)=[CH:13][CH:12]=[C:11]([C:16]2[CH:17]=[C:18]([CH:24]=[CH:25][CH:26]=2)[C:19]([OH:21])=[O:20])[N:10]=3)=[O:5])[CH2:3][CH2:2]1. The catalyst class is: 776. (6) Reactant: [NH2:1][C:2]1[C:18]([O:19][CH3:20])=[CH:17][CH:16]=[CH:15][C:3]=1[C:4]([NH:6][C:7]1[CH:12]=[CH:11][CH:10]=[C:9]([Br:13])[C:8]=1[CH3:14])=[O:5].Cl[C:22](Cl)([O:24]C(=O)OC(Cl)(Cl)Cl)Cl.C([O-])(O)=O.[Na+]. Product: [Br:13][C:9]1[C:8]([CH3:14])=[C:7]([N:6]2[C:4](=[O:5])[C:3]3[C:2](=[C:18]([O:19][CH3:20])[CH:17]=[CH:16][CH:15]=3)[NH:1][C:22]2=[O:24])[CH:12]=[CH:11][CH:10]=1. The catalyst class is: 1. (7) Reactant: [CH2:1]([N:8]1[C:13](=[O:14])[C:12]([CH3:16])([CH3:15])[O:11][CH2:10][C:9]1([CH3:19])[CH:17]=[O:18])[C:2]1[CH:7]=[CH:6][CH:5]=[CH:4][CH:3]=1.[CH3:20][Mg]Br.[Cl-].[NH4+]. Product: [CH2:1]([N:8]1[C:9]([CH:17]([OH:18])[CH3:20])([CH3:19])[CH2:10][O:11][C:12]([CH3:15])([CH3:16])[C:13]1=[O:14])[C:2]1[CH:7]=[CH:6][CH:5]=[CH:4][CH:3]=1. The catalyst class is: 7.